This data is from Catalyst prediction with 721,799 reactions and 888 catalyst types from USPTO. The task is: Predict which catalyst facilitates the given reaction. Product: [CH3:1][O:2][C:3]([CH:4]1[CH2:7][CH:11]2[C:10](=[O:30])[CH:15]([CH2:14][CH2:13][CH2:12]2)[CH2:5]1)=[O:9]. Reactant: [CH3:1][O:2][C:3](=[O:9])[CH:4]([CH2:7]Br)[CH2:5]Br.[C:10]1(N2CCCC2)[CH2:15][CH2:14][CH2:13][CH2:12][CH:11]=1.C(N(CC)CC)C.C(O)(=[O:30])C. The catalyst class is: 144.